Dataset: Forward reaction prediction with 1.9M reactions from USPTO patents (1976-2016). Task: Predict the product of the given reaction. (1) Given the reactants Cl.Cl.C(O[C:6]([C:8]1[CH:9]=[C:10]2[C:14](=[CH:15][CH:16]=1)[NH:13][N:12]=[C:11]2[C:17]1[CH:26]=[CH:25][C:24]2[C:19](=[CH:20][CH:21]=[C:22]([O:27][CH2:28][C@@H:29]3[CH2:33][CH2:32][CH2:31][N:30]3[CH3:34])[CH:23]=2)[CH:18]=1)=[NH:7])C.[CH3:35][CH:36]([CH3:42])[CH2:37][C:38]([NH:40][NH2:41])=O.C(N(CC)CC)C, predict the reaction product. The product is: [CH2:37]([C:38]1[N:7]=[C:6]([C:8]2[CH:9]=[C:10]3[C:14](=[CH:15][CH:16]=2)[NH:13][N:12]=[C:11]3[C:17]2[CH:26]=[CH:25][C:24]3[C:19](=[CH:20][CH:21]=[C:22]([O:27][CH2:28][C@@H:29]4[CH2:33][CH2:32][CH2:31][N:30]4[CH3:34])[CH:23]=3)[CH:18]=2)[NH:41][N:40]=1)[CH:36]([CH3:42])[CH3:35]. (2) Given the reactants [O:1]1[C:5]2C=CC(C=O)=[CH:9][C:4]=2[CH2:3]C1.[CH2:12]1[C:17](=O)N(Br)C(=O)[CH2:13]1.CC(N=NC(C#N)(C)C)(C#N)C.Cl[C:33]1[CH:38]=[CH:37][CH:36]=[CH:35][CH:34]=1, predict the reaction product. The product is: [CH3:13][CH:12]([C:33]1[CH:38]=[CH:37][C:36]([CH2:3][CH:4]([CH:5]=[O:1])[CH3:9])=[CH:35][CH:34]=1)[CH3:17]. (3) Given the reactants [CH3:1][C:2]1[CH:3]=[C:4]([CH:8]=[C:9]([CH3:11])[N:10]=1)[C:5](O)=[O:6].C1N=CN(C(N2C=NC=C2)=O)C=1.Cl.[CH3:25][NH:26][O:27][CH3:28], predict the reaction product. The product is: [CH3:28][O:27][N:26]([CH3:25])[C:5](=[O:6])[C:4]1[CH:3]=[C:2]([CH3:1])[N:10]=[C:9]([CH3:11])[CH:8]=1.